Task: Predict the reactants needed to synthesize the given product.. Dataset: Full USPTO retrosynthesis dataset with 1.9M reactions from patents (1976-2016) (1) Given the product [ClH:57].[F:56][C:54]1[CH:53]=[C:4]([CH:3]=[C:2]([F:1])[CH:55]=1)[CH2:5][C:6]1[CH:7]=[C:8]2[C:12](=[CH:13][CH:14]=1)[NH:11][N:10]=[C:9]2[NH:34][C:35](=[O:52])[C:36]1[CH:41]=[CH:40][C:39]([N:42]2[CH2:43][CH2:44][N:45]([CH3:48])[CH2:46][CH2:47]2)=[CH:38][C:37]=1[N+:49]([O-:51])=[O:50].[ClH:57], predict the reactants needed to synthesize it. The reactants are: [F:1][C:2]1[CH:3]=[C:4]([CH:53]=[C:54]([F:56])[CH:55]=1)[CH2:5][C:6]1[CH:7]=[C:8]2[C:12](=[CH:13][CH:14]=1)[N:11](C(C1C=CC=CC=1)(C1C=CC=CC=1)C1C=CC=CC=1)[N:10]=[C:9]2[NH:34][C:35](=[O:52])[C:36]1[CH:41]=[CH:40][C:39]([N:42]2[CH2:47][CH2:46][N:45]([CH3:48])[CH2:44][CH2:43]2)=[CH:38][C:37]=1[N+:49]([O-:51])=[O:50].[ClH:57]. (2) Given the product [CH2:1]([O:5][CH2:6][CH2:7][O:8][C:9]1[CH:10]=[CH:11][C:12]([C:15]2[CH:16]=[C:17](/[CH:28]=[C:29](\[CH3:35])/[C:30]([OH:32])=[O:31])[C:18]([N:21]3[CH2:25][CH:24]([CH3:26])[CH:23]([CH3:27])[CH2:22]3)=[N:19][CH:20]=2)=[CH:13][CH:14]=1)[CH2:2][CH2:3][CH3:4], predict the reactants needed to synthesize it. The reactants are: [CH2:1]([O:5][CH2:6][CH2:7][O:8][C:9]1[CH:14]=[CH:13][C:12]([C:15]2[CH:16]=[C:17](/[CH:28]=[C:29](\[CH3:35])/[C:30]([O:32]CC)=[O:31])[C:18]([N:21]3[CH2:25][CH:24]([CH3:26])[CH:23]([CH3:27])[CH2:22]3)=[N:19][CH:20]=2)=[CH:11][CH:10]=1)[CH2:2][CH2:3][CH3:4].[OH-].[Na+].O.Cl. (3) Given the product [Cl:1][C:2]1[CH:7]=[C:6]([NH:8][C:9]2[C:18]3[C:13](=[CH:14][CH:15]=[CH:16][C:17]=3[O:19][CH2:20][CH2:21][N:22]([CH3:23])[CH3:24])[N:12]=[CH:11][N:10]=2)[CH:5]=[CH:4][C:3]=1[O:25][C:27]1[CH:32]=[CH:31][CH:30]=[CH:29][N:28]=1, predict the reactants needed to synthesize it. The reactants are: [Cl:1][C:2]1[CH:7]=[C:6]([NH:8][C:9]2[C:18]3[C:13](=[CH:14][CH:15]=[CH:16][C:17]=3[O:19][CH2:20][CH2:21][N:22]([CH3:24])[CH3:23])[N:12]=[CH:11][N:10]=2)[CH:5]=[CH:4][C:3]=1[OH:25].Br[C:27]1[CH:32]=[CH:31][CH:30]=[CH:29][N:28]=1.C(=O)([O-])[O-].[Cs+].[Cs+]. (4) The reactants are: [CH3:1][O:2][C:3]1[CH:10]=[CH:9][CH:8]=[CH:7][C:4]=1[CH2:5][NH2:6].C(N(CC)CC)C.[C:18](Cl)(=[O:25])[C:19]1[CH:24]=[CH:23][CH:22]=[CH:21][CH:20]=1. Given the product [C:18]([NH:6][CH2:5][C:4]1[CH:7]=[CH:8][CH:9]=[CH:10][C:3]=1[O:2][CH3:1])(=[O:25])[C:19]1[CH:24]=[CH:23][CH:22]=[CH:21][CH:20]=1, predict the reactants needed to synthesize it. (5) Given the product [OH:47][C:10]([CH2:9][CH2:8][CH2:7][CH2:6][C@H:4]1[C@@H:3]2[C@@H:2]([NH:33][C:31]([NH:30]2)=[O:32])[CH2:1][S:5]1)=[O:11], predict the reactants needed to synthesize it. The reactants are: [CH2:1]1[S:5][C@@H:4]([CH2:6][CH2:7][CH2:8][CH2:9][C:10](NCCCCCC(NCCCCCC(NN)=O)=O)=[O:11])[C@H:3]2[NH:30][C:31]([NH:33][C@@H:2]12)=[O:32].C(N=C=NCCCN(C)C)C.C1N(CCS(O)(=O)=O)CC[O:47]C1. (6) The reactants are: [F:1][C:2]1[CH:3]=[C:4](/[CH:27]=[CH:28]/[O:29]C)[C:5]([O:25][CH3:26])=[C:6]([C:8]2[S:12][C:11]([C:13]3[CH:14]=[CH:15][C:16]([CH2:21][CH:22]([CH3:24])[CH3:23])=[C:17]([CH:20]=3)[C:18]#[N:19])=[N:10][N:9]=2)[CH:7]=1.[I-].[Na+].C[Si](Cl)(C)C.O. Given the product [F:1][C:2]1[CH:3]=[C:4]([CH2:27][CH:28]=[O:29])[C:5]([O:25][CH3:26])=[C:6]([C:8]2[S:12][C:11]([C:13]3[CH:14]=[CH:15][C:16]([CH2:21][CH:22]([CH3:24])[CH3:23])=[C:17]([CH:20]=3)[C:18]#[N:19])=[N:10][N:9]=2)[CH:7]=1, predict the reactants needed to synthesize it. (7) The reactants are: [CH3:1][C:2]1[CH:10]=[CH:9][C:5]([C:6]([OH:8])=O)=[CH:4][C:3]=1[B:11]1[O:15][C:14]([CH3:17])([CH3:16])[C:13]([CH3:19])([CH3:18])[O:12]1.S(Cl)(Cl)=O.[F:24][C:25]([F:34])([F:33])[C:26]1[CH:27]=[C:28]([NH2:32])[CH:29]=[CH:30][CH:31]=1.C(N(CC)CC)C. Given the product [CH3:1][C:2]1[CH:10]=[CH:9][C:5]([C:6]([NH:32][C:28]2[CH:29]=[CH:30][CH:31]=[C:26]([C:25]([F:24])([F:33])[F:34])[CH:27]=2)=[O:8])=[CH:4][C:3]=1[B:11]1[O:15][C:14]([CH3:17])([CH3:16])[C:13]([CH3:19])([CH3:18])[O:12]1, predict the reactants needed to synthesize it. (8) Given the product [OH:9][C:6]1[N:7]2[N:8]=[C:11]([CH2:12][CH3:13])[N:1]=[C:2]2[N:3]=[C:4]([CH3:10])[CH:5]=1, predict the reactants needed to synthesize it. The reactants are: [NH2:1][C:2]1[N:7]([NH2:8])[C:6](=[O:9])[CH:5]=[C:4]([CH3:10])[N:3]=1.[C:11](Cl)(=O)[CH2:12][CH3:13].